This data is from Experimentally validated miRNA-target interactions with 360,000+ pairs, plus equal number of negative samples. The task is: Binary Classification. Given a miRNA mature sequence and a target amino acid sequence, predict their likelihood of interaction. (1) The miRNA is ath-miR157a-5p with sequence UUGACAGAAGAUAGAGAGCAC. The protein sequence of the target gene is MARVGPGRAGVSCQGRGRGRGGSGQRRPPTWEISDSDAEDSAGSEAAARARDPAGERRAAAEALRLLRPEQVLKRLAVCVDTAILEDAGADVLMEALEALGCECRIEPQRPARSLRWTRASPDPCPRSLPPEVWAAGEQELLLLLEPEEFLQGVATLTQISGPTHWVPWISPETTARPHLAVIGLDAYLWSRQHVSRGTQQPESPKVAGAEVAVSWPEVEEALVLLQLWANLDVLLVASWQELSRHVCAVTKALAQYPLKQYRESQAFSFCTAGRWAAGEPVARDGAGLQAAWRRQIRQF.... Result: 0 (no interaction). (2) The miRNA is mmu-miR-1224-5p with sequence GUGAGGACUGGGGAGGUGGAG. The protein sequence of the target gene is MQAAPRAGCGAALLLWIVSSCLCRAWTAPSTSQKCDEPLVSGLPHVAFSSSSSISGSYSPGYAKINKRGGAGGWSPSDSDHYQWLQVDFGNRKQISAIATQGRYSSSDWVTQYRMLYSDTGRNWKPYHQDGNIWAFPGNINSDGVVRHELQHPIIARYVRIVPLDWNGEGRIGLRIEVYGCSYWADVINFDGHVVLPYRFRNKKMKTLKDVIALNFKTSESEGVILHGEGQQGDYITLELKKAKLVLSLNLGSNQLGPIYGHTSVMTGSLLDDHHWHSVVIERQGRSINLTLDRSMQHFR.... Result: 0 (no interaction). (3) The miRNA is ath-miR396a-5p with sequence UUCCACAGCUUUCUUGAACUG. The protein sequence of the target gene is MSRSAAASGGPRRPDQHLSPAPCGASGPPETFRTESDGAGTMNKLRQSLRRRKPAYVPEASRPHQWQADEDAVRKGTCSFPVRYLGHVEVEESRGMHVCEDAVKKLKAMGRKSVKSVLWVSADGLRVVDDKTKDLLVDQTIEKVSFCAPDRNLDKAFSYICRDGTTRRWICHCFLALKDSGERLSHAVGCAFAACLERKQRREKECGVTAAFDASRTSFAREGSFRLSGGGRPAEREAGDKKKAEAAAAPAVAPGPAQPGHVSPTPATTSPGEKGEAGTPVAAGTTAAAIPRRHAPLEQL.... Result: 0 (no interaction). (4) The miRNA is hsa-miR-24-3p with sequence UGGCUCAGUUCAGCAGGAACAG. The protein sequence of the target gene is MAADSREEKDGELNVLDDILTEVPEQDDELYNPESEQDKNEKKGSKRKSDRMESTDTKRQKPSVHSRQLVSKPLSSSVSNNKRIVSTKGKSATEYKNEEYQRSERNKRLDADRKIRLSSSASREPYKNQPEKTCVRKRDPERRAKSPTPDGSERIGLEVDRRASRSSQSSKEEVNSEEYGSDHETGSSGSSDEQGNNTENEEEGVEEDVEEDEEVEEDAEEDEEVDEDGEEEEEEEEEEEEEEEEEEEEYEQDERDQKEEGNDYDTRSEASDSGSESVSFTDGSVRSGSGTDGSDEKKKE.... Result: 1 (interaction). (5) The miRNA is hsa-miR-6894-3p with sequence UUGCCUGCCCUCUUCCUCCAG. The protein sequence of the target gene is MENLMTSSTLPPLFADEDGSKESNDLATTGLNHPEVPYSSGATSSTNNPEFVEDLSQGQLLQSESSNAAEGNEQRHEDEQRSKRGGWSKGRKRKKPLRDSNAPKSPLTGYVRFMNERREQLRAKRPEVPFPEITRMLGNEWSKLPPEEKQRYLDEADRDKERYMKELEQYQKTEAYKVFSRKTQDRQKGKSHRQDAARQATHDHEKETEVKERSVFDIPIFTEEFLNHSKAREAELRQLRKSNMEFEERNAALQKHVESMRTAVEKLEVDVIQERSRNTVLQQHLETLRQVLTSSFASMP.... Result: 0 (no interaction). (6) The miRNA is mmu-miR-669a-3-3p with sequence ACAUAACAUACACACACAUGUAU. The protein sequence of the target gene is MAQFGGQKNPPWATQFTATAVSQPAALGVQQPSLLGASPTIYTQQTALAAAGLTTQTPANYQLTQTAALQQQAAAVLQQQYSQPQQALYSVQQQLQQPQQTILTQPAVALPTSLSLSTPQPAAQITVSYPTPRSSQQQTQPQKQRVFTGVVTKLHDTFGFVDEDVFFQLGAVKGKTPQVGDRVLVEATYNPNMPFKWNAQRIQTLPNQNQSQTQPLLKTPTAVIQPIVPQTTFGVQAQPQPQSLLQAQISAASITPLLQTQPQPLLQQPQQKAGLLQPPVRIVSQPQPARRLDPPSRFSG.... Result: 0 (no interaction). (7) The miRNA is hsa-miR-574-3p with sequence CACGCUCAUGCACACACCCACA. The protein sequence of the target gene is MTESSMKKLASTLLDAITDKDPLVQEQVCSALCSLGEARPVETLRACEEYLRQHDKLAHPYRAAVLRAMERVLSSRASELDKDTASTIILLASSEMTKTKDLVWDWQQAASGVLVAVGRQFISKVMEELLRRLHPGTLPHCAVLHTLASLSVANAFGVVPFLPSVLSSLLPVLGVAKQDTVRVAFCSALQRFSEGALEYLANLDRAPDPTVRKDAFATDIFSAYDVLFHQWLQSREAKLRLAVVEALGPMSHLLPSERLEEQLPKLLPGILALYKKHAETFYLSKSLGQILEAAVSVGSR.... Result: 0 (no interaction). (8) The miRNA is hsa-miR-106a-3p with sequence CUGCAAUGUAAGCACUUCUUAC. The protein sequence of the target gene is MAAGVPCALVTSCSSVFSGDQLVQHILGTEDLIVEVTSNDAVRFYPWTIDNKYYSADINLCVVPNKFLVTAEIAESVQAFVVYFDSTQKSGLDSVSSWLPLAKAWLPEVMILVCDRVSEDGINRQKAQEWCIKHGFELVELSPEELPEEDDDFPESTGVKRIVQALNANVWSNVVMKNDRNQGFSLLNSLTGTNHSIGSADPCHPEQPHLPAADSTESLSDHRGGASNTTDAQVDSIVDPMLDLDIQELASLTTGGGDVENFERLFSKLKEMKDKAATLPHEQRKVHAEKVAKAFWMAIG.... Result: 1 (interaction). (9) The miRNA is hsa-miR-4727-5p with sequence AUCUGCCAGCUUCCACAGUGG. The protein sequence of the target gene is MLPCASCLPGSLLLWALLLLLLGSASPQDSEEPDSYTECTDGYEWDPDSQHCRDVNECLTIPEACKGEMKCINHYGGYLCLPRSAAVINDLHGEGPPPPVPPAQHPNPCPPGYEPDDQDSCVDVDECAQALHDCRPSQDCHNLPGSYQCTCPDGYRKIGPECVDIDECRYRYCQHRCVNLPGSFRCQCEPGFQLGPNNRSCVDVNECDMGAPCEQRCFNSYGTFLCRCHQGYELHRDGFSCSDIDECSYSSYLCQYRCINEPGRFSCHCPQGYQLLATRLCQDIDECESGAHQCSEAQTC.... Result: 0 (no interaction).